Predict the reactants needed to synthesize the given product. From a dataset of Full USPTO retrosynthesis dataset with 1.9M reactions from patents (1976-2016). (1) Given the product [CH3:1][C:2]1[N:3]=[C:4]([CH2:11][CH2:12][OH:13])[CH:5]=[CH:6][C:7]=1[N+:8]([O-:10])=[O:9], predict the reactants needed to synthesize it. The reactants are: [CH3:1][C:2]1[C:7]([N+:8]([O-:10])=[O:9])=[CH:6][CH:5]=[C:4]([CH3:11])[N:3]=1.[CH2:12]=[O:13].O. (2) Given the product [Cl:9][C:6]1[C:7]([CH3:8])=[C:2]([C:32]2[CH:31]=[N:30][N:29]([CH2:28][CH2:27][N:26]([CH3:43])[CH3:25])[CH:33]=2)[C:3]([O:23][CH3:24])=[C:4]([CH:10]([N:12]2[C:16]3=[N:17][CH:18]=[N:19][C:20]([NH2:21])=[C:15]3[C:14]([CH3:22])=[N:13]2)[CH3:11])[CH:5]=1, predict the reactants needed to synthesize it. The reactants are: Br[C:2]1[C:3]([O:23][CH3:24])=[C:4]([CH:10]([N:12]2[C:16]3=[N:17][CH:18]=[N:19][C:20]([NH2:21])=[C:15]3[C:14]([CH3:22])=[N:13]2)[CH3:11])[CH:5]=[C:6]([Cl:9])[C:7]=1[CH3:8].[CH3:25][N:26]([CH3:43])[CH2:27][CH2:28][N:29]1[CH:33]=[C:32](B2OC(C)(C)C(C)(C)O2)[CH:31]=[N:30]1.C(=O)([O-])[O-].[Na+].[Na+].ClCCl.N#N.